From a dataset of Forward reaction prediction with 1.9M reactions from USPTO patents (1976-2016). Predict the product of the given reaction. (1) Given the reactants [CH3:1][C:2]1[S:6][CH:5]=[C:4](/[CH:7]=[C:8](/[C@H:10]2[O:28][C:26](=[O:27])[CH2:25][C@H:24]([OH:29])[C@H:23]([CH3:30])[C:21](=[O:22])[C@H:20]([CH3:31])[C@@H:19]([OH:32])[C@@H:18]([CH3:33])[CH2:17][CH2:16][CH2:15][C@H:13]3O[C@H:12]3[CH2:11]2)\[CH3:9])[N:3]=1.CC1SC=C(/C=C(/[C@H]2OC(=O)C[C@H](O)C(C)(C)C(=O)[C@H](C)[C@@H](O)CCCCC=CC2)\C)N=1.CC1SC=C(/C=C(/[C@H]2OC(=O)C[C@H](O)C(C)(C)C(=O)C[C@@H](O)[C@@H](C)CCCC=CC2)\C)N=1.CC1SC=C(/C=C(/[C@H]2OC(=O)C[C@H](O)C(C)(C)C(=O)[C@H](C)[C@@H](O)C(C)=CCCC(C)=CC2)\C)N=1.CC1SC=C(/C=C(/[C@H]2OC(=O)C[C@H](O)[C@H](C)C(=O)[C@H](C)[C@@H](O)[C@@H](C)CCCC(C)=CC2)\C)N=1.CC1SC=C(/C=C(/[C@H]2OC(=O)C[C@H](O)C(C)(C)C(=O)[C@H](C)[C@@H](O)C(C)=CCCC=CC2)\C)N=1.CC1SC=C(/C=C(/[C@H]2OC(=O)C[C@H](O)[C@@H](C)C(=O)[C@H](C)[C@@H](O)[C@@H](C)CCCC(C)=CC2)\C)N=1.CC1SC=C(/C=C(/[C@H]2OC(=O)C[C@H](O)[C@H](C)C(=O)[C@H](C)[C@@H](O)[C@@H](C)CCCC=CC2)\C)N=1, predict the reaction product. The product is: [CH3:1][C:2]1[S:6][CH:5]=[C:4](/[CH:7]=[C:8](/[C@H:10]2[O:28][C:26](=[O:27])[CH2:25][C@H:24]([OH:29])[C@H:23]([CH3:30])[C:21](=[O:22])[C@H:20]([CH3:31])[C@@H:19]([OH:32])[C@@H:18]([CH3:33])[CH2:17][CH2:16][CH2:15][CH:13]=[CH:12][CH2:11]2)\[CH3:9])[N:3]=1. (2) Given the reactants [CH2:1]([C@@:4]1([C:17]2[CH:22]=[CH:21][C:20]([F:23])=[CH:19][CH:18]=2)[O:9][C:8](=[O:10])[N:7]([C@H:11]([C:13]([CH3:16])([CH3:15])[CH3:14])[CH3:12])[CH2:6][CH2:5]1)[CH:2]=[CH2:3].B.C1C[O:28]CC1.[OH-].[Na+].OO.Cl, predict the reaction product. The product is: [CH3:14][C:13]([CH3:15])([CH3:16])[C@@H:11]([N:7]1[CH2:6][CH2:5][C@@:4]([C:17]2[CH:18]=[CH:19][C:20]([F:23])=[CH:21][CH:22]=2)([CH2:1][CH2:2][CH2:3][OH:28])[O:9][C:8]1=[O:10])[CH3:12]. (3) Given the reactants C(Cl)(=O)C.[C:5]1([S:11]([CH2:14][C:15]2[C:20]([C:21]([O:23][CH2:24][CH3:25])=[O:22])=[C:19]([O:26][CH3:27])[C:18]([C:28]3[N:32](C4CCCCO4)[N:31]=[CH:30][CH:29]=3)=[CH:17][CH:16]=2)(=[O:13])=[O:12])[CH:10]=[CH:9][CH:8]=[CH:7][CH:6]=1, predict the reaction product. The product is: [C:5]1([S:11]([CH2:14][C:15]2[C:20]([C:21]([O:23][CH2:24][CH3:25])=[O:22])=[C:19]([O:26][CH3:27])[C:18]([C:28]3[CH:29]=[CH:30][NH:31][N:32]=3)=[CH:17][CH:16]=2)(=[O:13])=[O:12])[CH:10]=[CH:9][CH:8]=[CH:7][CH:6]=1. (4) Given the reactants [H-].[H-].[H-].[H-].[Li+].[Al+3].[Cl:7][C:8]1[CH:13]=[CH:12][C:11]([C:14]([OH:29])([C:18]2[CH:23]=[CH:22][C:21]([C:24]3[CH:25]=[N:26][NH:27][CH:28]=3)=[CH:20][CH:19]=2)[CH2:15][C:16]#[N:17])=[CH:10][CH:9]=1, predict the reaction product. The product is: [NH2:17][CH2:16][CH2:15][C:14]([C:11]1[CH:10]=[CH:9][C:8]([Cl:7])=[CH:13][CH:12]=1)([C:18]1[CH:23]=[CH:22][C:21]([C:24]2[CH:25]=[N:26][NH:27][CH:28]=2)=[CH:20][CH:19]=1)[OH:29]. (5) Given the reactants [Cl:1][C:2]1[CH:7]=[CH:6][C:5]([C:8]2[Se:9][C:10]([CH2:13][OH:14])=[CH:11][N:12]=2)=[CH:4][CH:3]=1.[H-].[Na+].Cl[C:18]1[CH:26]2[CH:21]([CH:22]3[O:27][CH:25]2[CH2:24][CH2:23]3)[C:20](=[O:28])[CH:19]=1, predict the reaction product. The product is: [Cl:1][C:2]1[CH:3]=[CH:4][C:5]([C:8]2[Se:9][C:10]([CH2:13][O:14][C:18]3[CH:26]4[CH:21]([CH:22]5[O:27][CH:25]4[CH2:24][CH2:23]5)[C:20](=[O:28])[CH:19]=3)=[CH:11][N:12]=2)=[CH:6][CH:7]=1.